This data is from Forward reaction prediction with 1.9M reactions from USPTO patents (1976-2016). The task is: Predict the product of the given reaction. (1) Given the reactants C([O:8][C:9]1[CH:14]=[CH:13][C:12]([CH2:15][C:16]([O:23][C:24]2[CH:29]=[CH:28][C:27]([CH:30]([CH3:32])[CH3:31])=[CH:26][CH:25]=2)([CH3:22])[C:17]([O:19][CH2:20][CH3:21])=[O:18])=[CH:11][CH:10]=1)C1C=CC=CC=1, predict the reaction product. The product is: [OH:8][C:9]1[CH:14]=[CH:13][C:12]([CH2:15][C:16]([O:23][C:24]2[CH:25]=[CH:26][C:27]([CH:30]([CH3:31])[CH3:32])=[CH:28][CH:29]=2)([CH3:22])[C:17]([O:19][CH2:20][CH3:21])=[O:18])=[CH:11][CH:10]=1. (2) Given the reactants [C:1]([OH:9])(=[O:8])[C:2]1[CH:7]=[CH:6][CH:5]=[N:4][CH:3]=1.[I-].[Cs+].C(=O)([O-])[O-].[Cs+].[Cs+].[NH2:18][C:19](=[O:63])[C:20]([CH3:62])([CH3:61])[CH2:21][NH:22][C:23]([C@H:25]([CH:58]([CH3:60])[CH3:59])[CH2:26][C@@H:27]1[O:31][CH2:30][N:29]([C:32]([O:34][CH:35](Cl)[CH3:36])=[O:33])[C@H:28]1[CH2:38][C@H:39]([CH2:43][C:44]1[CH:49]=[CH:48][C:47]([O:50][CH3:51])=[C:46]([O:52][CH2:53][CH2:54][CH2:55][O:56][CH3:57])[CH:45]=1)[CH:40]([CH3:42])[CH3:41])=[O:24], predict the reaction product. The product is: [NH2:18][C:19](=[O:63])[C:20]([CH3:62])([CH3:61])[CH2:21][NH:22][C:23]([C@H:25]([CH:58]([CH3:60])[CH3:59])[CH2:26][C@@H:27]1[O:31][CH2:30][N:29]([C:32]([O:34][CH:35]([O:8][C:1]([C:2]2[CH:3]=[N:4][CH:5]=[CH:6][CH:7]=2)=[O:9])[CH3:36])=[O:33])[C@H:28]1[CH2:38][C@H:39]([CH2:43][C:44]1[CH:49]=[CH:48][C:47]([O:50][CH3:51])=[C:46]([O:52][CH2:53][CH2:54][CH2:55][O:56][CH3:57])[CH:45]=1)[CH:40]([CH3:42])[CH3:41])=[O:24]. (3) Given the reactants [CH3:1][O:2][C:3](=[O:22])[C:4]1[CH:9]=[C:8]([O:10]COC)[C:7]([CH2:14][C:15]([CH3:17])=[CH2:16])=[C:6]([O:18]COC)[CH:5]=1.Cl, predict the reaction product. The product is: [CH3:1][O:2][C:3]([C:4]1[CH:9]=[C:8]([OH:10])[C:7]2[CH2:14][C:15]([CH3:17])([CH3:16])[O:18][C:6]=2[CH:5]=1)=[O:22]. (4) Given the reactants [NH2:1][CH2:2][C:3]1[CH:12]=[CH:11][C:10]([OH:13])=[C:9]2[C:4]=1[CH:5]=[CH:6][CH:7]=[N:8]2.Cl[CH2:15][C:16]1[CH:25]=[CH:24][C:23]([OH:26])=[C:22]2[C:17]=1[CH:18]=[CH:19][CH:20]=[N:21]2, predict the reaction product. The product is: [N:1]([CH2:2][C:3]1[CH:12]=[CH:11][C:10]([OH:13])=[C:9]2[C:4]=1[CH:5]=[CH:6][CH:7]=[N:8]2)([CH2:15][C:16]1[CH:25]=[CH:24][C:23]([OH:26])=[C:22]2[C:17]=1[CH:18]=[CH:19][CH:20]=[N:21]2)[CH2:2][C:3]1[CH:12]=[CH:11][C:10]([OH:13])=[C:9]2[C:4]=1[CH:5]=[CH:6][CH:7]=[N:8]2. (5) Given the reactants [F:1][C:2]1[CH:7]=[CH:6][C:5]([C:8]2[CH:9]=[C:10]3[C:15](=[CH:16][CH:17]=2)[N:14]=[CH:13][N:12]=[C:11]3O)=[CH:4][CH:3]=1.C(N(C(C)C)CC)(C)C.O=P(Cl)(Cl)[Cl:30], predict the reaction product. The product is: [Cl:30][C:11]1[C:10]2[C:15](=[CH:16][CH:17]=[C:8]([C:5]3[CH:6]=[CH:7][C:2]([F:1])=[CH:3][CH:4]=3)[CH:9]=2)[N:14]=[CH:13][N:12]=1. (6) Given the reactants Cl[C:2]([O:4][CH:5]1[CH:12]2[CH2:13][C:8]3([OH:15])[CH2:9][CH:10]([CH2:14][CH:6]1[CH2:7]3)[CH2:11]2)=[O:3].[CH3:16][C:17]1[O:18][C:19]([CH:22]2[CH2:27][CH2:26][CH2:25][NH:24][CH2:23]2)=[N:20][N:21]=1, predict the reaction product. The product is: [CH3:16][C:17]1[O:18][C:19]([CH:22]2[CH2:27][CH2:26][CH2:25][N:24]([C:2]([O:4][CH:5]3[CH:12]4[CH2:13][C:8]5([OH:15])[CH2:9][CH:10]([CH2:14][CH:6]3[CH2:7]5)[CH2:11]4)=[O:3])[CH2:23]2)=[N:20][N:21]=1. (7) The product is: [CH2:1]([C:5]1[O:6][C:7]2[CH:32]=[CH:31][CH:30]=[CH:29][C:8]=2[C:9]=1[C:10]1[O:11][C:12]([C:15]2[CH:16]=[C:17]3[C:22](=[CH:23][CH:24]=2)[CH:21]=[C:20]([O:25][CH2:26][C:27]2[NH:35][N:34]=[N:33][N:28]=2)[CH:19]=[CH:18]3)=[CH:13][N:14]=1)[CH2:2][CH2:3][CH3:4]. Given the reactants [CH2:1]([C:5]1[O:6][C:7]2[CH:32]=[CH:31][CH:30]=[CH:29][C:8]=2[C:9]=1[C:10]1[O:11][C:12]([C:15]2[CH:16]=[C:17]3[C:22](=[CH:23][CH:24]=2)[CH:21]=[C:20]([O:25][CH2:26][C:27]#[N:28])[CH:19]=[CH:18]3)=[CH:13][N:14]=1)[CH2:2][CH2:3][CH3:4].[N-:33]=[N+:34]=[N-:35].[Na+].[Cl-].[NH4+].[OH-].[Na+], predict the reaction product. (8) Given the reactants [CH2:1]([O:3][C:4]([N:6]1[CH2:11][CH2:10][C:9]([NH2:15])([CH2:12][C:13]#[N:14])[CH2:8][CH2:7]1)=[O:5])[CH3:2].O.C(N(CC)CC)C.[C:24](O[C:24]([O:26][C:27]([CH3:30])([CH3:29])[CH3:28])=[O:25])([O:26][C:27]([CH3:30])([CH3:29])[CH3:28])=[O:25], predict the reaction product. The product is: [CH2:1]([O:3][C:4]([N:6]1[CH2:11][CH2:10][C:9]([NH:15][C:24]([O:26][C:27]([CH3:30])([CH3:29])[CH3:28])=[O:25])([CH2:12][C:13]#[N:14])[CH2:8][CH2:7]1)=[O:5])[CH3:2].